This data is from Catalyst prediction with 721,799 reactions and 888 catalyst types from USPTO. The task is: Predict which catalyst facilitates the given reaction. (1) Product: [OH:2][C:3]1[CH:4]=[C:5]2[C:10](=[CH:11][CH:12]=1)[C:9](=[O:13])[CH2:8][CH2:7][CH2:6]2. The catalyst class is: 201. Reactant: C[O:2][C:3]1[CH:4]=[C:5]2[C:10](=[CH:11][CH:12]=1)[C:9](=[O:13])[CH2:8][CH2:7][CH2:6]2. (2) Reactant: [Cl:1][C:2]1[C:3]([CH2:17][C:18]#[N:19])=[N:4][CH:5]=[C:6]([N:8]2[CH:12]=[CH:11][C:10]([C:13]([F:16])([F:15])[F:14])=[N:9]2)[CH:7]=1.[H][H]. Product: [Cl:1][C:2]1[C:3]([CH2:17][CH2:18][NH2:19])=[N:4][CH:5]=[C:6]([N:8]2[CH:12]=[CH:11][C:10]([C:13]([F:14])([F:16])[F:15])=[N:9]2)[CH:7]=1. The catalyst class is: 94. (3) Reactant: [CH3:1][C@@H:2]1[N:7]([C:8]2[CH:13]=[CH:12][C:11]([C:14]([OH:23])([C:19]([F:22])([F:21])[F:20])[C:15]([F:18])([F:17])[F:16])=[CH:10][CH:9]=2)[CH2:6][CH2:5][N:4](C([O-])=O)[CH2:3]1.[ClH:27]. Product: [ClH:27].[F:18][C:15]([F:16])([F:17])[C:14]([C:11]1[CH:10]=[CH:9][C:8]([N:7]2[CH2:6][CH2:5][NH:4][CH2:3][C@@H:2]2[CH3:1])=[CH:13][CH:12]=1)([OH:23])[C:19]([F:22])([F:21])[F:20]. The catalyst class is: 12. (4) Reactant: Br[C:2]1[CH:3]=[C:4]2[C:9](=[CH:10][CH:11]=1)[NH:8][C:7](=[O:12])[CH2:6][CH2:5]2.[F:13][C:14]([F:25])([F:24])[C:15]1[CH:20]=[CH:19][C:18](B(O)O)=[CH:17][CH:16]=1.C(=O)([O-])[O-].[K+].[K+].Cl. Product: [F:13][C:14]([F:25])([F:24])[C:15]1[CH:20]=[CH:19][C:18]([C:2]2[CH:3]=[C:4]3[C:9](=[CH:10][CH:11]=2)[NH:8][C:7](=[O:12])[CH2:6][CH2:5]3)=[CH:17][CH:16]=1. The catalyst class is: 203.